Predict the reaction yield, written as a fraction of the theoretical maximum amount of product (1.0 means a 100% yield; for example, 0.34 means a 34% yield). From a dataset of Reaction yield outcomes from USPTO patents with 853,638 reactions. (1) The reactants are [CH3:1][O:2][C:3](=[O:22])[C:4]1[CH:9]=[CH:8][C:7]([S:10](Cl)(=[O:12])=[O:11])=[C:6]([O:14][CH2:15][C:16]2[CH:21]=[CH:20][CH:19]=[CH:18][CH:17]=2)[CH:5]=1.[C:23]([O:27][C:28](=[O:38])[CH2:29][C@H:30]([NH2:37])[C:31]([N:33]([O:35][CH3:36])[CH3:34])=[O:32])([CH3:26])([CH3:25])[CH3:24].N1C=CC=CC=1. The catalyst is ClCCl.C(OCC)(=O)C. The product is [CH3:1][O:2][C:3](=[O:22])[C:4]1[CH:9]=[CH:8][C:7]([S:10](=[O:12])(=[O:11])[NH:37][C@H:30]([C:31](=[O:32])[N:33]([O:35][CH3:36])[CH3:34])[CH2:29][C:28]([O:27][C:23]([CH3:24])([CH3:25])[CH3:26])=[O:38])=[C:6]([O:14][CH2:15][C:16]2[CH:21]=[CH:20][CH:19]=[CH:18][CH:17]=2)[CH:5]=1. The yield is 0.560. (2) The reactants are [C:1]([C:4]1[CH:11]=[CH:10][C:7]([C:8]#[N:9])=[CH:6][CH:5]=1)(=[O:3])[CH3:2].[CH2:12](O)[CH2:13][OH:14].B(F)(F)F.CCOCC. The catalyst is C1C=CC=CC=1. The product is [CH3:2][C:1]1([C:4]2[CH:11]=[CH:10][C:7]([C:8]#[N:9])=[CH:6][CH:5]=2)[O:14][CH2:13][CH2:12][O:3]1. The yield is 0.820.